Dataset: Catalyst prediction with 721,799 reactions and 888 catalyst types from USPTO. Task: Predict which catalyst facilitates the given reaction. (1) Reactant: [CH3:1][C:2]1([CH3:8])[NH:6][C:5](=[O:7])[CH2:4][CH2:3]1.[CH:9]([N-]C(C)C)(C)C.[Li+].[C:17](=O)([O:26]CC1C=CC=CC=1)[O:18][CH2:19][C:20]1[CH:25]=[CH:24][CH:23]=[CH:22][CH:21]=1. Product: [CH2:19]([O:18][C:17]([CH:4]1[CH2:3][C:2]([CH3:8])([CH3:1])[N:6]([CH3:9])[C:5]1=[O:7])=[O:26])[C:20]1[CH:25]=[CH:24][CH:23]=[CH:22][CH:21]=1. The catalyst class is: 1. (2) Reactant: [NH2:1][C:2]1[CH:6]=[CH:5][S:4][C:3]=1[CH:7]=O.O=[C:10]([CH3:15])[C:11]([O:13]C)=[O:12].[OH-].[K+].Cl. Product: [S:4]1[C:3]2[C:2](=[N:1][C:10]([C:11]([OH:13])=[O:12])=[CH:15][CH:7]=2)[CH:6]=[CH:5]1. The catalyst class is: 88. (3) Reactant: C[Al](C)C.[CH3:5][O:6][CH2:7][CH2:8][CH2:9][NH2:10].[C:11]([O:15][C:16]([N:18]([CH3:47])[CH2:19][CH2:20][N:21]([CH2:23][C:24]1[C:25]([CH:35]2[CH2:40][C@H:39]([C:41](OC)=[O:42])[C:38]([CH3:46])([CH3:45])[CH2:37][CH2:36]2)=[N:26][N:27]([CH:29]2[CH2:34][CH2:33][CH2:32][CH2:31][O:30]2)[CH:28]=1)[CH3:22])=[O:17])([CH3:14])([CH3:13])[CH3:12].CO. Product: [CH3:5][O:6][CH2:7][CH2:8][CH2:9][NH:10][C:41]([C@@H:39]1[C:38]([CH3:45])([CH3:46])[CH2:37][CH2:36][CH:35]([C:25]2[C:24]([CH2:23][N:21]([CH3:22])[CH2:20][CH2:19][N:18]([CH3:47])[C:16](=[O:17])[O:15][C:11]([CH3:14])([CH3:13])[CH3:12])=[CH:28][N:27]([CH:29]3[CH2:34][CH2:33][CH2:32][CH2:31][O:30]3)[N:26]=2)[CH2:40]1)=[O:42]. The catalyst class is: 11.